Dataset: Reaction yield outcomes from USPTO patents with 853,638 reactions. Task: Predict the reaction yield, written as a fraction of the theoretical maximum amount of product (1.0 means a 100% yield; for example, 0.34 means a 34% yield). (1) The reactants are [OH:1][CH2:2][CH2:3][C@H:4]1[CH2:8][O:7][C:6]([CH3:10])([CH3:9])[O:5]1.C(N(CC)CC)C.[CH3:18][S:19](Cl)(=[O:21])=[O:20].O. The catalyst is ClCCl. The product is [CH3:9][C:6]1([CH3:10])[O:5][C@@H:4]([CH2:3][CH2:2][O:1][S:19]([CH3:18])(=[O:21])=[O:20])[CH2:8][O:7]1. The yield is 0.980. (2) The reactants are [C:1]([CH:5]1[CH2:10][CH2:9][CH:8]([O:11][C:12]2[CH:13]=[C:14]([CH3:22])[C:15]3[C:20]([CH:21]=2)=[CH:19][CH:18]=[CH:17][CH:16]=3)[CH2:7][CH2:6]1)([CH3:4])([CH3:3])[CH3:2].[Sn](Cl)(Cl)(Cl)Cl.[CH3:28][O:29]C(Cl)Cl. The catalyst is ClCCCl.ClCCl. The product is [C:1]([CH:5]1[CH2:6][CH2:7][CH:8]([O:11][C:12]2[CH:21]=[C:20]3[C:15](=[C:14]([CH3:22])[CH:13]=2)[CH:16]=[C:17]([CH:28]=[O:29])[CH:18]=[CH:19]3)[CH2:9][CH2:10]1)([CH3:4])([CH3:3])[CH3:2]. The yield is 0.970. (3) The reactants are [CH3:1][C:2]1[O:3][CH:4]=[CH:5][C:6]=1[C:7](=[O:15])[CH2:8][C:9]1[CH:14]=[CH:13][N:12]=[CH:11][CH:10]=1.CO[CH:18](OC)[N:19]([CH3:21])[CH3:20]. No catalyst specified. The product is [CH3:18][N:19]([CH3:21])[CH:20]=[C:8]([C:9]1[CH:14]=[CH:13][N:12]=[CH:11][CH:10]=1)[C:7]([C:6]1[CH:5]=[CH:4][O:3][C:2]=1[CH3:1])=[O:15]. The yield is 0.860. (4) The reactants are C([O-])C.[Na+].C(O)C.Cl.[N:9]1[CH:14]=[CH:13][CH:12]=[N:11][C:10]=1[C:15]([NH2:17])=[NH:16].C(O[CH:21]=[C:22]([C:28]([O:30][CH2:31][CH3:32])=[O:29])[C:23]([O:25]CC)=O)C. The catalyst is O. The product is [CH2:31]([O:30][C:28]([C:22]1[C:23]([OH:25])=[N:16][C:15]([C:10]2[N:11]=[CH:12][CH:13]=[CH:14][N:9]=2)=[N:17][CH:21]=1)=[O:29])[CH3:32]. The yield is 0.700. (5) The reactants are C([N:4]1[C:12]2[C:7](=[CH:8][C:9]([C:13]([NH:15][CH2:16][CH2:17][C:18]([O:20]C(C)(C)C)=O)=[O:14])=[CH:10][CH:11]=2)[C:6]([C:25]2[CH:30]=[CH:29][C:28]([F:31])=[CH:27][CH:26]=2)=[N:5]1)(=O)C.CO.[OH-].C([O-])(=O)C.[NH4+:39]. The catalyst is CN(C)C=O. The product is [C:18]([CH2:17][CH2:16][NH:15][C:13]([C:9]1[CH:8]=[C:7]2[C:12](=[CH:11][CH:10]=1)[NH:4][N:5]=[C:6]2[C:25]1[CH:26]=[CH:27][C:28]([F:31])=[CH:29][CH:30]=1)=[O:14])(=[O:20])[NH2:39]. The yield is 0.190. (6) The reactants are Cl.BrC1SC2=NC(N)=CN2C=1.C(OC(NCC(N1CCC[C@H]1C(O)=O)=O)=O)(C)(C)C.[C:31]([O:35][C:36](=[O:64])[NH:37][C@@H:38](C1C=CC=CC=1)[C:39]([N:41]1[CH2:45][CH2:44][CH2:43][C@H:42]1[C:46](=[O:57])[NH:47][C:48]1[N:49]=[C:50]2[N:54]([CH:55]=1)[CH:53]=[C:52]([Br:56])[S:51]2)=[O:40])([CH3:34])([CH3:33])[CH3:32]. No catalyst specified. The product is [C:31]([O:35][C:36](=[O:64])[NH:37][CH2:38][C:39]([N:41]1[CH2:45][CH2:44][CH2:43][C@H:42]1[C:46](=[O:57])[NH:47][C:48]1[N:49]=[C:50]2[N:54]([CH:55]=1)[CH:53]=[C:52]([Br:56])[S:51]2)=[O:40])([CH3:34])([CH3:32])[CH3:33]. The yield is 0.460. (7) The catalyst is C1COCC1.O. The reactants are [NH2:1][CH:2]([C:6]1[CH:11]=[CH:10][CH:9]=[CH:8][C:7]=1[F:12])[C:3]([OH:5])=[O:4].[OH-].[Na+].[C:15](O[C:15]([O:17][C:18]([CH3:21])([CH3:20])[CH3:19])=[O:16])([O:17][C:18]([CH3:21])([CH3:20])[CH3:19])=[O:16]. The yield is 0.700. The product is [C:18]([O:17][C:15]([NH:1][CH:2]([C:6]1[CH:11]=[CH:10][CH:9]=[CH:8][C:7]=1[F:12])[C:3]([OH:5])=[O:4])=[O:16])([CH3:21])([CH3:20])[CH3:19]. (8) The reactants are [Cl:1][C:2]1[CH:7]=[CH:6][C:5]([CH:8]([C:11]2[CH:16]=[CH:15][C:14]([Cl:17])=[CH:13][CH:12]=2)[CH:9]=O)=[CH:4][CH:3]=1.[C:18]([N:25]1[CH2:30][CH2:29][NH:28][CH2:27][CH2:26]1)([O:20][C:21]([CH3:24])([CH3:23])[CH3:22])=[O:19].C([BH3-])#N.[Na+].O. The catalyst is CO. The product is [C:21]([O:20][C:18]([N:25]1[CH2:30][CH2:29][N:28]([CH2:9][CH:8]([C:11]2[CH:16]=[CH:15][C:14]([Cl:17])=[CH:13][CH:12]=2)[C:5]2[CH:6]=[CH:7][C:2]([Cl:1])=[CH:3][CH:4]=2)[CH2:27][CH2:26]1)=[O:19])([CH3:24])([CH3:22])[CH3:23]. The yield is 0.110. (9) The catalyst is CO. The yield is 0.960. The product is [C:26]([O:25][C:23]([CH:4]([CH2:3][OH:2])[C:5]([O:7][CH3:8])=[O:6])=[O:24])([CH3:27])([CH3:28])[CH3:29]. The reactants are [Cl-].[OH:2][CH2:3][CH:4]([NH3+])[C:5]([O:7][CH3:8])=[O:6].C([O-])(O)=O.[Na+].[CH3:27][C:26]([O:25][C:23](O[C:23]([O:25][C:26]([CH3:29])([CH3:28])[CH3:27])=[O:24])=[O:24])([CH3:29])[CH3:28].